This data is from Forward reaction prediction with 1.9M reactions from USPTO patents (1976-2016). The task is: Predict the product of the given reaction. (1) Given the reactants Br[C:2]1[C:3]([F:28])=[C:4]([N:8]2[CH:13]=[C:12]([O:14][CH3:15])[C:11](=[O:16])[C:10]([C:17]3[N:21]([C:22]4[CH:27]=[CH:26][CH:25]=[CH:24][CH:23]=4)[N:20]=[CH:19][CH:18]=3)=[N:9]2)[CH:5]=[CH:6][CH:7]=1.[NH:29]1[CH2:33][CH2:32][CH2:31][C:30]1=[O:34].CNCCNC.[O-]P([O-])([O-])=O.[K+].[K+].[K+].C([O-])(O)=O.[Na+], predict the reaction product. The product is: [F:28][C:3]1[C:2]([N:29]2[CH2:33][CH2:32][CH2:31][C:30]2=[O:34])=[CH:7][CH:6]=[CH:5][C:4]=1[N:8]1[CH:13]=[C:12]([O:14][CH3:15])[C:11](=[O:16])[C:10]([C:17]2[N:21]([C:22]3[CH:27]=[CH:26][CH:25]=[CH:24][CH:23]=3)[N:20]=[CH:19][CH:18]=2)=[N:9]1. (2) Given the reactants P(Cl)(Cl)([Cl:3])=O.[NH:6]1[C:10]2=[N:11][CH:12]=[CH:13][CH:14]=[C:9]2[C:8]([C:15](=O)[CH3:16])=[CH:7]1.C[C:19]([O-:21])=O.[Na+], predict the reaction product. The product is: [Cl:3]/[C:15](/[C:8]1[C:9]2[C:10](=[N:11][CH:12]=[CH:13][CH:14]=2)[NH:6][CH:7]=1)=[CH:16]/[CH:19]=[O:21]. (3) Given the reactants [CH3:1][NH:2][C:3]1[CH2:7][S:6][C:5](=[O:8])[N:4]=1.CC(C)([O-])C.[K+].[CH:15]([C:17]1[CH:35]=[CH:34][C:20]([O:21][C:22]2[C:31]3[C:26](=[CH:27][CH:28]=[CH:29][CH:30]=3)[C:25]([C:32]#[N:33])=[CH:24][CH:23]=2)=[C:19]([O:36][CH3:37])[CH:18]=1)=[O:16].[Cl-].[NH4+], predict the reaction product. The product is: [OH:16][CH:15]([CH:7]1[S:6][C:5](=[O:8])[N:4]=[C:3]1[NH:2][CH3:1])[C:17]1[CH:35]=[CH:34][C:20]([O:21][C:22]2[C:31]3[C:26](=[CH:27][CH:28]=[CH:29][CH:30]=3)[C:25]([C:32]#[N:33])=[CH:24][CH:23]=2)=[C:19]([O:36][CH3:37])[CH:18]=1. (4) Given the reactants CO[C:3]1[CH:8]=[CH:7][C:6]([C:9]2[CH:10]=[CH:11][N:12]3[C:17]([CH:18]=2)=[CH:16][CH:15]=[C:14]([C:19]([O:21][CH2:22][CH3:23])=[O:20])[C:13]3=[O:24])=[CH:5][CH:4]=1, predict the reaction product. The product is: [C:6]1([C:9]2[CH:10]=[CH:11][N:12]3[C:17]([CH:18]=2)=[CH:16][CH:15]=[C:14]([C:19]([O:21][CH2:22][CH3:23])=[O:20])[C:13]3=[O:24])[C:7]2[C:8](=[CH:8][CH:3]=[CH:4][CH:5]=2)[CH:3]=[CH:4][CH:5]=1. (5) The product is: [CH2:8]([CH:15]1[C:21](=[O:22])[NH:4][C:2]([SH:3])=[N:1][C:16]1=[O:17])[C:9]1[CH:14]=[CH:13][CH:12]=[CH:11][CH:10]=1. Given the reactants [NH2:1][C:2]([NH2:4])=[S:3].C[O-].[Na+].[CH2:8]([CH:15]([C:21](OCC)=[O:22])[C:16](OCC)=[O:17])[C:9]1[CH:14]=[CH:13][CH:12]=[CH:11][CH:10]=1.Cl, predict the reaction product. (6) Given the reactants [CH:1]1([CH2:9]O)[CH2:8][CH2:7][CH2:6][CH2:5][CH2:4][CH2:3][CH2:2]1.C(=O)([O-])O.[Na+].[BrH:16], predict the reaction product. The product is: [CH:1]1([CH2:9][Br:16])[CH2:8][CH2:7][CH2:6][CH2:5][CH2:4][CH2:3][CH2:2]1.